From a dataset of Reaction yield outcomes from USPTO patents with 853,638 reactions. Predict the reaction yield, written as a fraction of the theoretical maximum amount of product (1.0 means a 100% yield; for example, 0.34 means a 34% yield). (1) The reactants are [CH2:1]([O:8][CH2:9][C:10]1[NH:11][C:12](I)=[C:13]([C:15]([F:18])([F:17])[F:16])[N:14]=1)[C:2]1[CH:7]=[CH:6][CH:5]=[CH:4][CH:3]=1.[CH3:20][C:21]1[CH:30]=[C:29]([CH3:31])[C:28](B2OC(C)(C)C(C)(C)O2)=[CH:27][C:22]=1[C:23]([O:25][CH3:26])=[O:24].C(=O)([O-])[O-].[K+].[K+]. The catalyst is O1CCOCC1.O.C1C=CC(P(C2C=CC=CC=2)[C-]2C=CC=C2)=CC=1.C1C=CC(P(C2C=CC=CC=2)[C-]2C=CC=C2)=CC=1.Cl[Pd]Cl.[Fe+2]. The product is [CH2:1]([O:8][CH2:9][C:10]1[NH:11][C:12]([C:28]2[C:29]([CH3:31])=[CH:30][C:21]([CH3:20])=[C:22]([CH:27]=2)[C:23]([O:25][CH3:26])=[O:24])=[C:13]([C:15]([F:18])([F:17])[F:16])[N:14]=1)[C:2]1[CH:7]=[CH:6][CH:5]=[CH:4][CH:3]=1. The yield is 0.370. (2) The reactants are [Cl:1][C:2]1[CH:3]=[C:4]([CH2:9][CH2:10][CH2:11][N:12]([O:24][CH3:25])[C:13](=[O:23])[CH:14]=[C:15]2[C:19](=[O:20])OC(C)(C)[O:16]2)[CH:5]=[CH:6][C:7]=1[Cl:8].[CH2:26]=O.[NH2:28][CH2:29][CH2:30][N:31]1[CH2:36][CH2:35][O:34][CH2:33][CH2:32]1. The catalyst is CO. The product is [Cl:1][C:2]1[CH:3]=[C:4]([CH2:9][CH2:10][CH2:11][N:12]([O:24][CH3:25])[C:13]([C:14]2[CH2:26][N:28]([CH2:29][CH2:30][N:31]3[CH2:36][CH2:35][O:34][CH2:33][CH2:32]3)[C:19](=[O:20])[C:15]=2[OH:16])=[O:23])[CH:5]=[CH:6][C:7]=1[Cl:8]. The yield is 0.420. (3) The reactants are [C:1]([C:3]1[C:4]([F:15])=[C:5]([CH:9]=[CH:10][C:11]=1[O:12][CH2:13][CH3:14])[C:6](O)=[O:7])#[N:2].C(N(CC)CC)C.ClC(OCC)=O.[N-:29]=[N+:30]=[N-:31].[Na+]. The catalyst is C1COCC1.C(Cl)Cl.O.CCOC(C)=O. The product is [C:1]([C:3]1[C:4]([F:15])=[C:5]([CH:9]=[CH:10][C:11]=1[O:12][CH2:13][CH3:14])[C:6]([N:29]=[N+:30]=[N-:31])=[O:7])#[N:2]. The yield is 0.392. (4) The reactants are [Cl:1][C:2]1[CH:3]=[C:4](B(O)O)[CH:5]=[CH:6][C:7]=1[Cl:8].C1(P(C2C=CC=CC=2)C2C=CC=CC=2)C=CC=CC=1.C(=O)([O-])[O-].[Na+].[Na+].[OH:37][C@H:38]([C:60]1[CH:61]=[N:62][CH:63]=[CH:64][CH:65]=1)[CH2:39][N:40]([CH2:48][C@H:49]1[CH2:58][CH2:57][C:56]2[C:51](=[CH:52][CH:53]=[C:54](I)[CH:55]=2)[O:50]1)C(=O)OC(C)(C)C. The catalyst is C1(C)C=CC=CC=1.ClCCl.C([O-])(=O)C.[Pd+2].C([O-])(=O)C. The product is [Cl:1][C:2]1[CH:3]=[C:4]([C:54]2[CH:55]=[C:56]3[C:51](=[CH:52][CH:53]=2)[O:50][C@@H:49]([CH2:48][NH:40][CH2:39][C@@H:38]([C:60]2[CH:61]=[N:62][CH:63]=[CH:64][CH:65]=2)[OH:37])[CH2:58][CH2:57]3)[CH:5]=[CH:6][C:7]=1[Cl:8]. The yield is 0.200.